The task is: Predict the reactants needed to synthesize the given product.. This data is from Full USPTO retrosynthesis dataset with 1.9M reactions from patents (1976-2016). Given the product [CH3:37][O:36][C:31]1[CH:32]=[CH:33][CH:34]=[CH:35][C:30]=1[CH:25]1[CH2:24][CH:23]([OH:38])[C:22]2[C:27](=[CH:28][CH:29]=[C:20]([OH:19])[CH:21]=2)[O:26]1, predict the reactants needed to synthesize it. The reactants are: C1(C2CC(O)C3C(=CC=C(O)C=3)O2)C=CC=CC=1.[OH:19][C:20]1[CH:21]=[C:22]2[C:27](=[CH:28][CH:29]=1)[O:26][CH:25]([C:30]1[CH:35]=[CH:34][CH:33]=[CH:32][C:31]=1[O:36][CH3:37])[CH2:24][C:23]2=[O:38].